Binary Classification. Given a T-cell receptor sequence (or CDR3 region) and an epitope sequence, predict whether binding occurs between them. From a dataset of TCR-epitope binding with 47,182 pairs between 192 epitopes and 23,139 TCRs. (1) The epitope is LLLGIGILV. The TCR CDR3 sequence is CASSLGLASGSNEQFF. Result: 1 (the TCR binds to the epitope). (2) The epitope is GTSGSPIINR. The TCR CDR3 sequence is CASSQDPGLAGPEQFF. Result: 1 (the TCR binds to the epitope). (3) The epitope is ATDALMTGY. The TCR CDR3 sequence is CASSETGQTYEQYF. Result: 1 (the TCR binds to the epitope). (4) The epitope is FVRATATIPI. The TCR CDR3 sequence is CASSQDPGGSYGYTF. Result: 1 (the TCR binds to the epitope). (5) The epitope is PROT_97E67BCC. The TCR CDR3 sequence is CASSALASGTDTQYF. Result: 1 (the TCR binds to the epitope). (6) The epitope is RLRAEAQVK. The TCR CDR3 sequence is CASSSTGGGEKDQPQHF. Result: 1 (the TCR binds to the epitope).